Dataset: Full USPTO retrosynthesis dataset with 1.9M reactions from patents (1976-2016). Task: Predict the reactants needed to synthesize the given product. (1) Given the product [F:30][C:27]1[CH:28]=[CH:29][C:24]([NH:23][C:4]2[CH:3]=[C:2]([SH:32])[N:7]=[CH:6][C:5]=2[C:8]([N:10]2[CH2:15][CH2:14][CH:13]([C:16]3[CH:21]=[CH:20][C:19]([F:22])=[CH:18][CH:17]=3)[CH2:12][CH2:11]2)=[O:9])=[C:25]([CH3:31])[CH:26]=1, predict the reactants needed to synthesize it. The reactants are: Cl[C:2]1[N:7]=[CH:6][C:5]([C:8]([N:10]2[CH2:15][CH2:14][CH:13]([C:16]3[CH:21]=[CH:20][C:19]([F:22])=[CH:18][CH:17]=3)[CH2:12][CH2:11]2)=[O:9])=[C:4]([NH:23][C:24]2[CH:29]=[CH:28][C:27]([F:30])=[CH:26][C:25]=2[CH3:31])[CH:3]=1.[SH2:32].[Na].[Cl-].[Na+]. (2) Given the product [Br:1][C:2]1[CH:7]=[CH:6][C:5]([C@H:8]([OH:10])[CH3:9])=[CH:4][CH:3]=1, predict the reactants needed to synthesize it. The reactants are: [Br:1][C:2]1[CH:7]=[CH:6][C:5]([C:8](=[O:10])[CH3:9])=[CH:4][CH:3]=1.CB1N2CCC[C@H]2C(C2C=CC=CC=2)(C2C=CC=CC=2)O1.CO. (3) Given the product [CH3:1][O:2][C:3]([C:5]1[S:6][C:7]([C:11]2[CH:12]=[CH:13][C:14]([Cl:17])=[CH:15][CH:16]=2)=[C:8]([CH3:10])[C:9]=1[Br:18])=[O:4], predict the reactants needed to synthesize it. The reactants are: [CH3:1][O:2][C:3]([C:5]1[S:6][C:7]([C:11]2[CH:16]=[CH:15][C:14]([Cl:17])=[CH:13][CH:12]=2)=[C:8]([CH3:10])[CH:9]=1)=[O:4].[Br:18]Br. (4) Given the product [F:25][C:19]1[CH:20]=[C:21]([F:24])[CH:22]=[CH:23][C:18]=1[C@:10]([OH:17])([C@H:9]([OH:8])[CH3:26])[CH2:11][N:12]1[CH:16]=[N:15][CH:14]=[N:13]1, predict the reactants needed to synthesize it. The reactants are: [Si]([O:8][C@H:9]([CH3:26])[C@:10]([C:18]1[CH:23]=[CH:22][C:21]([F:24])=[CH:20][C:19]=1[F:25])([OH:17])[CH2:11][N:12]1[CH:16]=[N:15][CH:14]=[N:13]1)(C(C)(C)C)(C)C.[F-].C([N+](CCCC)(CCCC)CCCC)CCC.O.C(OCC)(=O)C. (5) Given the product [CH3:1][O:2][CH2:3]/[CH:4]=[CH:5]/[C:6]1[CH:7]=[C:8]([CH:11]=[C:12]([C:14]([F:17])([F:16])[F:15])[CH:13]=1)[CH2:9][NH:21][CH:18]1[CH2:20][CH2:19]1, predict the reactants needed to synthesize it. The reactants are: [CH3:1][O:2][CH2:3]/[CH:4]=[CH:5]/[C:6]1[CH:7]=[C:8]([CH:11]=[C:12]([C:14]([F:17])([F:16])[F:15])[CH:13]=1)[CH:9]=O.[CH:18]1([NH2:21])[CH2:20][CH2:19]1.[O-]S([O-])(=O)=O.[Mg+2].[BH4-].[Na+]. (6) The reactants are: [N+:1]([C:4]1[CH:21]=[CH:20][CH:19]=[CH:18][C:5]=1[CH2:6][O:7][CH2:8][CH2:9][NH:10][C:11](=[O:17])[O:12][C:13]([CH3:16])([CH3:15])[CH3:14])([O-])=O.[Cl-].[NH4+].C(OCC)(=O)C. Given the product [NH2:1][C:4]1[CH:21]=[CH:20][CH:19]=[CH:18][C:5]=1[CH2:6][O:7][CH2:8][CH2:9][NH:10][C:11](=[O:17])[O:12][C:13]([CH3:16])([CH3:15])[CH3:14], predict the reactants needed to synthesize it. (7) Given the product [C:1]([O:5][C@@H:6]([C:12]1[C:21]([CH3:22])=[CH:20][C:19]2[C:14](=[CH:15][CH:16]=[C:17]([C:23]3[CH:24]=[CH:25][N:26]=[CH:27][CH:28]=3)[CH:18]=2)[C:13]=1[C:29]1[CH:34]=[CH:33][C:32]([Cl:35])=[CH:31][CH:30]=1)[C:7]([OH:9])=[O:8])([CH3:4])([CH3:2])[CH3:3], predict the reactants needed to synthesize it. The reactants are: [C:1]([O:5][C@@H:6]([C:12]1[C:21]([CH3:22])=[CH:20][C:19]2[C:14](=[CH:15][CH:16]=[C:17]([C:23]3[CH:28]=[CH:27][N:26]=[CH:25][CH:24]=3)[CH:18]=2)[C:13]=1[C:29]1[CH:34]=[CH:33][C:32]([Cl:35])=[CH:31][CH:30]=1)[C:7]([O:9]CC)=[O:8])([CH3:4])([CH3:3])[CH3:2].[Li+].[OH-].